From a dataset of Forward reaction prediction with 1.9M reactions from USPTO patents (1976-2016). Predict the product of the given reaction. Given the reactants [CH3:1][NH:2][C:3](=[S:5])[O-:4].C[NH3+].Cl[CH:9]([C:13](=[O:15])[CH3:14])[C:10](=O)[CH3:11].CCOCC, predict the reaction product. The product is: [C:13]([C:9]1[S:5][C:3](=[O:4])[N:2]([CH3:1])[C:10]=1[CH3:11])(=[O:15])[CH3:14].